Dataset: Reaction yield outcomes from USPTO patents with 853,638 reactions. Task: Predict the reaction yield, written as a fraction of the theoretical maximum amount of product (1.0 means a 100% yield; for example, 0.34 means a 34% yield). (1) The reactants are C([O:8][C:9]1[CH:14]=[CH:13][C:12]([NH:15][C:16]2[N:21]=[C:20]([NH:22][CH:23]3[CH2:29][CH2:28][CH2:27][CH2:26][CH2:25][CH2:24]3)[N:19]=[C:18]([N:30]([CH3:37])[CH:31]3[CH2:36][CH2:35][NH:34][CH2:33][CH2:32]3)[N:17]=2)=[CH:11][C:10]=1Cl)C1C=CC=CC=1.C([O-])=O.[NH4+].C(Cl)Cl. The catalyst is O.CO.[Pd]. The product is [CH:23]1([NH:22][C:20]2[N:19]=[C:18]([N:30]([CH3:37])[CH:31]3[CH2:36][CH2:35][NH:34][CH2:33][CH2:32]3)[N:17]=[C:16]([NH:15][C:12]3[CH:11]=[CH:10][C:9]([OH:8])=[CH:14][CH:13]=3)[N:21]=2)[CH2:24][CH2:25][CH2:26][CH2:27][CH2:28][CH2:29]1. The yield is 0.440. (2) The catalyst is C1COCC1.CO. The reactants are C[O:2][C:3](OC)([CH3:26])[CH2:4][C:5]1[C:10]([F:11])=[C:9]([N:12]2[C:16](=[O:17])[C:15]3=[CH:18][CH:19]=[CH:20][CH:21]=[C:14]3[C:13]2=[O:22])[CH:8]=[CH:7][C:6]=1[N+:23]([O-:25])=[O:24].Cl. The yield is 1.00. The product is [C:3]([CH2:4][C:5]1[C:10]([F:11])=[C:9]([N:12]2[C:13](=[O:22])[C:14]3=[CH:21][CH:20]=[CH:19][CH:18]=[C:15]3[C:16]2=[O:17])[CH:8]=[CH:7][C:6]=1[N+:23]([O-:25])=[O:24])(=[O:2])[CH3:26].